From a dataset of Forward reaction prediction with 1.9M reactions from USPTO patents (1976-2016). Predict the product of the given reaction. (1) Given the reactants N1C2C(=CC=CC=2)C=C1CO.[Cl:12][C:13]1[CH:14]=[C:15]2[C:19](=[CH:20][CH:21]=1)[N:18]([CH2:22][CH2:23][CH2:24][CH2:25][S:26]([CH3:29])(=[O:28])=[O:27])[C:17]([C:30](OCC)=[O:31])=[CH:16]2, predict the reaction product. The product is: [Cl:12][C:13]1[CH:14]=[C:15]2[C:19](=[CH:20][CH:21]=1)[N:18]([CH2:22][CH2:23][CH2:24][CH2:25][S:26]([CH3:29])(=[O:28])=[O:27])[C:17]([CH2:30][OH:31])=[CH:16]2. (2) Given the reactants S(Cl)(Cl)=O.[CH2:5]([O:12][C:13]1[CH:18]=[CH:17][C:16]([CH2:19][C:20]([OH:22])=[O:21])=[CH:15][CH:14]=1)[C:6]1[CH:11]=[CH:10][CH:9]=[CH:8][CH:7]=1.[CH3:23]O, predict the reaction product. The product is: [CH3:23][O:21][C:20](=[O:22])[CH2:19][C:16]1[CH:15]=[CH:14][C:13]([O:12][CH2:5][C:6]2[CH:7]=[CH:8][CH:9]=[CH:10][CH:11]=2)=[CH:18][CH:17]=1. (3) Given the reactants [CH3:1][CH:2]([CH3:18])[CH2:3][NH:4][C:5]1[CH:10]=[C:9]([CH3:11])[N:8]2[N:12]=[N:13][N:14]=[C:7]2[C:6]=1[N+:15]([O-])=O.CO, predict the reaction product. The product is: [CH3:1][CH:2]([CH3:18])[CH2:3][NH:4][C:5]1[CH:10]=[C:9]([CH3:11])[N:8]2[N:12]=[N:13][N:14]=[C:7]2[C:6]=1[NH2:15].